Task: Predict the reaction yield, written as a fraction of the theoretical maximum amount of product (1.0 means a 100% yield; for example, 0.34 means a 34% yield).. Dataset: Reaction yield outcomes from USPTO patents with 853,638 reactions (1) The yield is 0.440. No catalyst specified. The reactants are [NH:1]([C:3]1[CH:8]=[C:7]([C:9]#[N:10])[CH:6]=[CH:5][N:4]=1)[NH2:2].O=[C:12]([CH2:19][CH2:20][CH3:21])[CH2:13][C:14](OCC)=[O:15]. The product is [OH:15][C:14]1[N:1]([C:3]2[CH:8]=[C:7]([C:9]#[N:10])[CH:6]=[CH:5][N:4]=2)[N:2]=[C:12]([CH2:19][CH2:20][CH3:21])[CH:13]=1. (2) The reactants are [F:1][C:2]([F:13])([F:12])[O:3][C:4]1[CH:11]=[CH:10][C:7]([CH:8]=O)=[CH:6][CH:5]=1.[C:14](#[N:18])[CH2:15][C:16]#[N:17].[Cl-].[Na+]. The catalyst is C(O)C.[OH-].C([N+](C)(C)C)C1C=CC=CC=1. The product is [F:1][C:2]([F:13])([F:12])[O:3][C:4]1[CH:11]=[CH:10][C:7]([CH:8]=[C:15]([C:14]#[N:18])[C:16]#[N:17])=[CH:6][CH:5]=1. The yield is 0.740. (3) The reactants are [CH2:1]([O:3][C:4](=[O:20])[CH2:5][N:6]=[C:7]([C:14]1[CH:19]=[CH:18][CH:17]=[CH:16][CH:15]=1)[C:8]1[CH:13]=[CH:12][CH:11]=[CH:10][CH:9]=1)[CH3:2].CC(C)([O-])C.[K+].Br[CH2:28][C:29]1[CH:34]=[CH:33][C:32]([Cl:35])=[CH:31][C:30]=1[CH3:36]. The catalyst is CS(C)=O.C(OCC)(=O)C. The product is [CH2:1]([O:3][C:4](=[O:20])[CH:5]([N:6]=[C:7]([C:14]1[CH:19]=[CH:18][CH:17]=[CH:16][CH:15]=1)[C:8]1[CH:9]=[CH:10][CH:11]=[CH:12][CH:13]=1)[CH2:28][C:29]1[CH:34]=[CH:33][C:32]([Cl:35])=[CH:31][C:30]=1[CH3:36])[CH3:2]. The yield is 0.500. (4) The reactants are [F:1][C:2]([F:18])([F:17])[C:3]1[CH:4]=[C:5]([CH2:13][C:14](O)=[O:15])[CH:6]=[C:7]([C:9]([F:12])([F:11])[F:10])[CH:8]=1.C(N1[CH:30]=[CH:29]N=C1)(N1C=CN=C1)=O.C[NH:32][C:33]1[C:34]([C:39]2[CH:44]=[C:43]([N:45]3[CH2:50][CH2:49][O:48][CH2:47][CH2:46]3)[C:42]([CH3:51])=[CH:41][CH:40]=2)=[N:35][CH:36]=CC=1.[CH3:52]N(C)C=O. No catalyst specified. The product is [F:10][C:9]([F:12])([F:11])[C:7]1[CH:6]=[C:5]([CH2:13][C:14]([N:35]([CH3:36])[C:34]2[CH:33]=[N:32][C:43]([N:45]3[CH2:46][CH2:47][O:48][CH2:49][CH2:50]3)=[CH:44][C:39]=2[C:40]2[CH:41]=[CH:42][CH:51]=[CH:52][C:29]=2[CH3:30])=[O:15])[CH:4]=[C:3]([C:2]([F:18])([F:1])[F:17])[CH:8]=1. The yield is 0.940. (5) The reactants are [NH2:1][C:2]1[CH:7]=[C:6]([Cl:8])[CH:5]=[CH:4][C:3]=1[C:9]1[NH:10][C:11]2[C:16]([C:17]=1[CH:18]1[CH2:23][CH2:22][CH2:21][CH2:20][CH2:19]1)=[CH:15][CH:14]=[C:13]([C:24]([O:26][CH3:27])=[O:25])[CH:12]=2.C([O-])(=O)C.[Na+].C(O)(=O)C.[Cl:37][CH2:38][C:39](Cl)=[O:40]. The catalyst is O1CCCC1. The product is [Cl:8][C:6]1[CH:5]=[CH:4][C:3]([C:9]2[NH:10][C:11]3[C:16]([C:17]=2[CH:18]2[CH2:23][CH2:22][CH2:21][CH2:20][CH2:19]2)=[CH:15][CH:14]=[C:13]([C:24]([O:26][CH3:27])=[O:25])[CH:12]=3)=[C:2]([NH:1][C:39](=[O:40])[CH2:38][Cl:37])[CH:7]=1. The yield is 0.950. (6) The reactants are [CH:1]([C:4]1[CH:9]=[CH:8][C:7]([CH3:10])=[CH:6][C:5]=1[NH:11][C:12]([NH:14][C:15]([NH:17][CH2:18][CH2:19][CH2:20][C:21]1[CH:26]=[CH:25][C:24]([C:27]2[N:31]=[CH:30][N:29]([C:32]3[CH:37]=[CH:36][C:35]([O:38][C:39]([F:42])([F:41])[F:40])=[CH:34][CH:33]=3)[N:28]=2)=[CH:23][CH:22]=1)=[O:16])=[S:13])([CH3:3])[CH3:2].[C:43]([O-])(=[O:45])[CH3:44].[Na+].C(O)C.BrCC(OC)=O. The catalyst is ClCCl. The product is [CH:1]([C:4]1[CH:9]=[CH:8][C:7]([CH3:10])=[CH:6][C:5]=1[N:11]1[C:43](=[O:45])[CH2:44][S:13]/[C:12]/1=[N:14]\[C:15]([NH:17][CH2:18][CH2:19][CH2:20][C:21]1[CH:26]=[CH:25][C:24]([C:27]2[N:31]=[CH:30][N:29]([C:32]3[CH:37]=[CH:36][C:35]([O:38][C:39]([F:41])([F:42])[F:40])=[CH:34][CH:33]=3)[N:28]=2)=[CH:23][CH:22]=1)=[O:16])([CH3:3])[CH3:2]. The yield is 0.680. (7) The reactants are [CH2:1]([Sn:9](=[O:18])[CH2:10][CH2:11][CH2:12][CH2:13]CCCC)[CH2:2][CH2:3][CH2:4]CCCC.[CH3:19][CH:20]([CH3:24])[CH2:21][CH2:22][OH:23]. No catalyst specified. The product is [CH2:10]([Sn:9]([CH2:1][CH2:2][CH2:3][CH3:4])([O:18][CH2:22][CH2:21][CH:20]([CH3:24])[CH3:19])[O:18][Sn:9]([CH2:10][CH2:11][CH2:12][CH3:13])([CH2:1][CH2:2][CH2:3][CH3:4])[O:23][CH2:22][CH2:21][CH:20]([CH3:24])[CH3:19])[CH2:11][CH2:12][CH3:13]. The yield is 0.990. (8) The reactants are [OH:1][C:2]1[CH:3]=[C:4]([CH2:8][C:9]([O:11][CH3:12])=[O:10])[CH:5]=[CH:6][CH:7]=1.[C:13]([N:20]1[CH2:25][CH2:24][CH:23]([CH:26](O)[CH2:27][CH3:28])[CH2:22][CH2:21]1)([O:15][C:16]([CH3:19])([CH3:18])[CH3:17])=[O:14].C1(P(C2C=CC=CC=2)C2C=CC=CC=2)C=CC=CC=1.N(C(OC(C)C)=O)=NC(OC(C)C)=O. The catalyst is C1COCC1. The product is [C:13]([N:20]1[CH2:21][CH2:22][CH:23]([CH2:26][CH2:27][CH2:28][O:1][C:2]2[CH:3]=[C:4]([CH2:8][C:9]([O:11][CH3:12])=[O:10])[CH:5]=[CH:6][CH:7]=2)[CH2:24][CH2:25]1)([O:15][C:16]([CH3:19])([CH3:18])[CH3:17])=[O:14]. The yield is 0.620. (9) The reactants are [CH2:1](/[C:3](/[C:11]1[CH:16]=[CH:15][C:14]([C:17]([C:22]2[CH:27]=[CH:26][C:25]([OH:28])=[C:24]([CH3:29])[CH:23]=2)([CH2:20][CH3:21])[CH2:18][CH3:19])=[CH:13][C:12]=1[CH3:30])=[CH:4]\[C:5]([CH2:9][CH3:10])([OH:8])[CH2:6][CH3:7])[CH3:2].C([O-])([O-])=O.[K+].[K+].C1(C)C(S([CH2:46][C@H:47]2[O:51][C:50](=[O:52])[CH2:49][CH2:48]2)(=O)=O)=CC=CC=1.C([O-])(O)=O.[Na+]. The catalyst is CN(C=O)C. The product is [CH2:1](/[C:3](/[C:11]1[CH:16]=[CH:15][C:14]([C:17]([C:22]2[CH:27]=[CH:26][C:25]([O:28][CH2:46][C@H:47]3[O:51][C:50](=[O:52])[CH2:49][CH2:48]3)=[C:24]([CH3:29])[CH:23]=2)([CH2:18][CH3:19])[CH2:20][CH3:21])=[CH:13][C:12]=1[CH3:30])=[CH:4]\[C:5]([CH2:9][CH3:10])([OH:8])[CH2:6][CH3:7])[CH3:2]. The yield is 0.660. (10) The reactants are Br[CH2:2][C:3]1[CH:8]=[CH:7][C:6]([C:9]2[CH:13]=[C:12]([C:14]([NH2:16])=[O:15])[O:11][N:10]=2)=[CH:5][CH:4]=1.[CH3:17][C:18]1[C:19](=[O:24])[NH:20][CH:21]=[CH:22][CH:23]=1.C([O-])([O-])=O.[K+].[K+]. The catalyst is CC#N. The product is [CH3:17][C:18]1[C:19]([O:24][CH2:2][C:3]2[CH:8]=[CH:7][C:6]([C:9]3[CH:13]=[C:12]([C:14]([NH2:16])=[O:15])[O:11][N:10]=3)=[CH:5][CH:4]=2)=[N:20][CH:21]=[CH:22][CH:23]=1. The yield is 0.600.